This data is from Reaction yield outcomes from USPTO patents with 853,638 reactions. The task is: Predict the reaction yield, written as a fraction of the theoretical maximum amount of product (1.0 means a 100% yield; for example, 0.34 means a 34% yield). (1) The reactants are [CH:1]1([N:6]2[C:11]3[N:12]=[C:13](S(C)=O)[N:14]=[CH:15][C:10]=3[CH:9]=[C:8]([O:19][CH2:20][CH2:21][O:22][CH2:23][CH3:24])[C:7]2=[O:25])[CH2:5][CH2:4][CH2:3][CH2:2]1.[C:26]([O:30][C:31]([N:33]1[CH2:38][CH2:37][N:36]([C:39]2[CH:40]=[N:41][C:42]([NH2:45])=[CH:43][CH:44]=2)[CH2:35][CH2:34]1)=[O:32])([CH3:29])([CH3:28])[CH3:27]. The catalyst is C1(C)C=CC=CC=1.C(Cl)Cl. The product is [C:26]([O:30][C:31]([N:33]1[CH2:38][CH2:37][N:36]([C:39]2[CH:40]=[N:41][C:42]([NH:45][C:13]3[N:14]=[CH:15][C:10]4[CH:9]=[C:8]([O:19][CH2:20][CH2:21][O:22][CH2:23][CH3:24])[C:7](=[O:25])[N:6]([CH:1]5[CH2:5][CH2:4][CH2:3][CH2:2]5)[C:11]=4[N:12]=3)=[CH:43][CH:44]=2)[CH2:35][CH2:34]1)=[O:32])([CH3:29])([CH3:27])[CH3:28]. The yield is 0.220. (2) The yield is 0.970. The catalyst is CC1CCCO1.C(O)(=O)C. The product is [C:20]([C:19]1[C:2]([N:1]=[CH:26][N:27]([CH3:29])[CH3:28])=[CH:3][C:4]([O:22][CH3:23])=[C:5]([CH:18]=1)[O:6][CH:7]1[CH2:8][CH2:9][N:10]([CH2:13][C:14]([NH:16][CH3:17])=[O:15])[CH2:11][CH2:12]1)#[N:21]. The reactants are [NH2:1][C:2]1[C:19]([C:20]#[N:21])=[CH:18][C:5]([O:6][CH:7]2[CH2:12][CH2:11][N:10]([CH2:13][C:14]([NH:16][CH3:17])=[O:15])[CH2:9][CH2:8]2)=[C:4]([O:22][CH3:23])[CH:3]=1.CO[CH:26](OC)[N:27]([CH3:29])[CH3:28]. (3) The reactants are [N:1]1[CH:5]=[C:4]([CH:6]=O)[NH:3][CH:2]=1.C1CCN2[C:11](=[N:12]CCC2)[CH2:10]C1. The catalyst is C1(C)C=CC=CC=1. The product is [N:1]1[CH:5]=[C:4]([CH:6]=[CH:10][C:11]#[N:12])[NH:3][CH:2]=1. The yield is 0.810. (4) The product is [F:1][C:2]1[CH:7]=[CH:6][C:5]([C:8]([N:10]2[CH2:15][CH2:14][CH2:13][C@H:12]([N:27]3[N:28]=[N:29][C:25]([C:22]4[CH:23]=[CH:24][C:19]([F:18])=[CH:20][CH:21]=4)=[N:26]3)[CH2:11]2)=[O:9])=[C:4]([CH3:17])[CH:3]=1. The yield is 0.190. No catalyst specified. The reactants are [F:1][C:2]1[CH:7]=[CH:6][C:5]([C:8]([N:10]2[CH2:15][CH2:14][CH2:13][C@@H:12](O)[CH2:11]2)=[O:9])=[C:4]([CH3:17])[CH:3]=1.[F:18][C:19]1[CH:24]=[CH:23][C:22]([C:25]2[NH:29][N:28]=[N:27][N:26]=2)=[CH:21][CH:20]=1. (5) The catalyst is C(O)(=O)C. The product is [N+:11]([C:6]1[CH:7]=[C:8]2[O:9][CH2:1][O:2][C:3]2=[CH:4][C:5]=1[CH3:10])([O-:13])=[O:12]. The reactants are [CH2:1]1[O:9][C:8]2[CH:7]=[CH:6][C:5]([CH3:10])=[CH:4][C:3]=2[O:2]1.[N+:11]([O-])([OH:13])=[O:12]. The yield is 0.644.